Dataset: NCI-60 drug combinations with 297,098 pairs across 59 cell lines. Task: Regression. Given two drug SMILES strings and cell line genomic features, predict the synergy score measuring deviation from expected non-interaction effect. (1) Synergy scores: CSS=25.1, Synergy_ZIP=-5.00, Synergy_Bliss=-5.22, Synergy_Loewe=-54.0, Synergy_HSA=-6.49. Cell line: NCI-H460. Drug 1: CC1=CC=C(C=C1)C2=CC(=NN2C3=CC=C(C=C3)S(=O)(=O)N)C(F)(F)F. Drug 2: C1C(C(OC1N2C=C(C(=O)NC2=O)F)CO)O. (2) Drug 1: C1C(C(OC1N2C=NC3=C(N=C(N=C32)Cl)N)CO)O. Drug 2: CCN(CC)CCCC(C)NC1=C2C=C(C=CC2=NC3=C1C=CC(=C3)Cl)OC. Cell line: SF-539. Synergy scores: CSS=28.5, Synergy_ZIP=-12.4, Synergy_Bliss=-9.51, Synergy_Loewe=-4.86, Synergy_HSA=-3.78. (3) Drug 1: CC1=C2C(C(=O)C3(C(CC4C(C3C(C(C2(C)C)(CC1OC(=O)C(C(C5=CC=CC=C5)NC(=O)OC(C)(C)C)O)O)OC(=O)C6=CC=CC=C6)(CO4)OC(=O)C)OC)C)OC. Drug 2: C1=NC2=C(N=C(N=C2N1C3C(C(C(O3)CO)O)F)Cl)N. Cell line: NCI-H322M. Synergy scores: CSS=49.9, Synergy_ZIP=5.31, Synergy_Bliss=8.06, Synergy_Loewe=-14.2, Synergy_HSA=10.1.